Dataset: Catalyst prediction with 721,799 reactions and 888 catalyst types from USPTO. Task: Predict which catalyst facilitates the given reaction. (1) Reactant: C(OC(=O)[NH:7][CH2:8][CH2:9][CH:10]([NH:17][C:18]1[N:23]=[C:22]([C:24]2[N:28]3[CH:29]=[CH:30][N:31]=[C:32]([N:33]4[CH2:38][CH2:37][N:36]([CH3:39])[CH2:35][CH2:34]4)[C:27]3=[N:26][CH:25]=2)[CH:21]=[CH:20][N:19]=1)[C:11]1[CH:16]=[CH:15][CH:14]=[CH:13][CH:12]=1)(C)(C)C.Cl. Product: [CH3:39][N:36]1[CH2:35][CH2:34][N:33]([C:32]2[C:27]3[N:28]([C:24]([C:22]4[CH:21]=[CH:20][N:19]=[C:18]([NH:17][CH:10]([C:11]5[CH:16]=[CH:15][CH:14]=[CH:13][CH:12]=5)[CH2:9][CH2:8][NH2:7])[N:23]=4)=[CH:25][N:26]=3)[CH:29]=[CH:30][N:31]=2)[CH2:38][CH2:37]1. The catalyst class is: 8. (2) Product: [N:1]1([C:10]2[S:14][C:13]([C:15]([NH2:27])=[O:17])=[C:12]([C:19]#[C:20][C:21]3[CH:26]=[CH:25][CH:24]=[CH:23][CH:22]=3)[CH:11]=2)[C:5]2[CH:6]=[CH:7][CH:8]=[CH:9][C:4]=2[N:3]=[CH:2]1. Reactant: [N:1]1([C:10]2[S:14][C:13]([C:15]([O:17]C)=O)=[C:12]([C:19]#[C:20][C:21]3[CH:26]=[CH:25][CH:24]=[CH:23][CH:22]=3)[CH:11]=2)[C:5]2[CH:6]=[CH:7][CH:8]=[CH:9][C:4]=2[N:3]=[CH:2]1.[NH3:27]. The catalyst class is: 5. (3) Product: [CH3:42][O:41][CH2:40]/[CH:39]=[CH:38]/[C:20]1[C:21]([NH:23][CH2:24][CH:25]2[CH2:26][CH2:27][NH:28][CH2:29][CH2:30]2)=[CH:22][C:17]([NH:16][C:13]2[N:14]=[CH:15][C:10]([C:8]#[N:9])=[N:11][CH:12]=2)=[N:18][CH:19]=1. The catalyst class is: 4. Reactant: C(O)(C(F)(F)F)=O.[C:8]([C:10]1[N:11]=[CH:12][C:13]([NH:16][C:17]2[CH:22]=[C:21]([NH:23][CH2:24][CH:25]3[CH2:30][CH2:29][N:28](C(OC(C)(C)C)=O)[CH2:27][CH2:26]3)[C:20](/[CH:38]=[CH:39]/[CH2:40][O:41][CH3:42])=[CH:19][N:18]=2)=[N:14][CH:15]=1)#[N:9].